From a dataset of Peptide-MHC class II binding affinity with 134,281 pairs from IEDB. Regression. Given a peptide amino acid sequence and an MHC pseudo amino acid sequence, predict their binding affinity value. This is MHC class II binding data. The binding affinity (normalized) is 0. The peptide sequence is KKPLRPRWCDERVSS. The MHC is DRB4_0103 with pseudo-sequence DRB4_0103.